From a dataset of Forward reaction prediction with 1.9M reactions from USPTO patents (1976-2016). Predict the product of the given reaction. Given the reactants Cl[CH2:2][C:3]1[N:7]=[C:6]([CH2:8][CH2:9][C:10]([OH:12])=[O:11])[O:5][N:4]=1.CN(C)C=O.[NH:18]1[CH2:23][CH2:22][O:21][CH2:20][CH2:19]1.[OH-].[Na+:25], predict the reaction product. The product is: [N:18]1([CH2:2][C:3]2[N:7]=[C:6]([CH2:8][CH2:9][C:10]([O-:12])=[O:11])[O:5][N:4]=2)[CH2:23][CH2:22][O:21][CH2:20][CH2:19]1.[Na+:25].